This data is from Forward reaction prediction with 1.9M reactions from USPTO patents (1976-2016). The task is: Predict the product of the given reaction. (1) The product is: [CH2:9]([O:8][CH2:5][C:6]1[CH:21]=[CH:22][CH:17]=[CH:18][CH:19]=1)[C:10]1[CH:11]=[CH:12][CH:13]=[CH:14][CH:15]=1. Given the reactants [H-].[Na+].BrC[CH:5]([O:8][CH2:9][C:10]1[CH:15]=[CH:14][CH:13]=[CH:12][CH:11]=1)[CH2:6]Br.C(Br)[C:17]1[CH:22]=[CH:21]C=[CH:19][CH:18]=1, predict the reaction product. (2) The product is: [CH3:16][Si:13]([CH:8]([Si:9]([CH3:12])([CH3:11])[CH3:10])[N:4]1[C:3](=[O:17])[C@H:2]([N:1]2[C@H:35]([C:41]3[CH:46]=[CH:45][CH:44]=[CH:43][CH:42]=3)[CH2:34][O:33][C:32]2=[O:31])[C:5]1([CH3:7])[CH3:6])([CH3:15])[CH3:14]. Given the reactants [NH2:1][C@H:2]1[C:5]([CH3:7])([CH3:6])[N:4]([CH:8]([Si:13]([CH3:16])([CH3:15])[CH3:14])[Si:9]([CH3:12])([CH3:11])[CH3:10])[C:3]1=[O:17].C[Si](C([Si](C)(C)C)N=C(C)C)(C)C.[O:31]=[C:32]1N(CC(O)=O)[C@H:35]([C:41]2[CH:46]=[CH:45][CH:44]=[CH:43][CH:42]=2)[CH2:34][O:33]1, predict the reaction product. (3) Given the reactants [CH2:1]1[NH:6][CH2:5][CH2:4][N:3]2[CH2:7][CH2:8][C@H:9]([OH:10])[CH:2]12.[F:11][C:12]([F:46])([F:45])[C:13]1[CH:14]=[C:15]([C:23]([CH3:44])([CH3:43])[C:24]([N:26]([C:28]2[CH:29]=[N:30][C:31](Cl)=[CH:32][C:33]=2[C:34]2[CH:39]=[CH:38][C:37]([F:40])=[CH:36][C:35]=2[CH3:41])[CH3:27])=[O:25])[CH:16]=[C:17]([C:19]([F:22])([F:21])[F:20])[CH:18]=1.C(=O)([O-])[O-].[K+].[K+], predict the reaction product. The product is: [F:22][C:19]([F:20])([F:21])[C:17]1[CH:16]=[C:15]([C:23]([CH3:44])([CH3:43])[C:24]([N:26]([C:28]2[CH:29]=[N:30][C:31]([N:6]3[CH2:5][CH2:4][N:3]4[CH2:7][CH2:8][C@H:9]([OH:10])[CH:2]4[CH2:1]3)=[CH:32][C:33]=2[C:34]2[CH:39]=[CH:38][C:37]([F:40])=[CH:36][C:35]=2[CH3:41])[CH3:27])=[O:25])[CH:14]=[C:13]([C:12]([F:46])([F:11])[F:45])[CH:18]=1. (4) Given the reactants Br[C:2]1[CH:6]=[C:5]([C:7]#[C:8][C:9]2([CH3:12])[CH2:11][CH2:10]2)[S:4][C:3]=1[C:13]([O:15][CH3:16])=[O:14].[NH2:17][CH2:18][C:19]([N:21]1[CH2:26][CH2:25][O:24][CH2:23][CH2:22]1)=[O:20].Cl.C([O-])([O-])=O.[Cs+].[Cs+].C1C=CC(P(C2C(C3C(P(C4C=CC=CC=4)C4C=CC=CC=4)=CC=C4C=3C=CC=C4)=C3C(C=CC=C3)=CC=2)C2C=CC=CC=2)=CC=1, predict the reaction product. The product is: [CH3:12][C:9]1([C:8]#[C:7][C:5]2[S:4][C:3]([C:13]([O:15][CH3:16])=[O:14])=[C:2]([NH:17][CH2:18][C:19]([N:21]3[CH2:26][CH2:25][O:24][CH2:23][CH2:22]3)=[O:20])[CH:6]=2)[CH2:11][CH2:10]1. (5) The product is: [CH3:21][N:19]([CH3:20])[C:16]1([C:22]2[CH:27]=[CH:26][CH:25]=[CH:24][N:23]=2)[CH2:17][CH2:18][CH:13]([N:12]([CH2:11][CH2:10][C:3]2[C:4]3[C:9](=[CH:8][CH:7]=[CH:6][CH:5]=3)[NH:1][CH:2]=2)[C:28](=[O:30])[CH3:29])[CH2:14][CH2:15]1. Given the reactants [NH:1]1[C:9]2[C:4](=[CH:5][CH:6]=[CH:7][CH:8]=2)[C:3]([CH2:10][CH2:11][NH:12][CH:13]2[CH2:18][CH2:17][C:16]([C:22]3[CH:27]=[CH:26][CH:25]=[CH:24][N:23]=3)([N:19]([CH3:21])[CH3:20])[CH2:15][CH2:14]2)=[CH:2]1.[C:28](OC(=O)C)(=[O:30])[CH3:29], predict the reaction product. (6) Given the reactants C(OC(N[C@H](C1C=CC=CC=1)C(O)=O)=O)C.Cl.C(OC(=O)[C@@H]1CCCN1)C1C=CC=CC=1.[CH2:33]([O:40][C:41]([C@@H:43]1[CH2:47][CH2:46][CH2:45][N:44]1[C:48](=[O:64])[C@H:49]([NH:56][C:57]([O:59][C:60](C)(C)[CH3:61])=[O:58])[C:50]1[CH:55]=[CH:54][CH:53]=[CH:52][CH:51]=1)=[O:42])[C:34]1[CH:39]=[CH:38][CH:37]=[CH:36][CH:35]=1, predict the reaction product. The product is: [CH2:33]([O:40][C:41]([C@@H:43]1[CH2:47][CH2:46][CH2:45][N:44]1[C:48](=[O:64])[C@H:49]([NH:56][C:57]([O:59][CH2:60][CH3:61])=[O:58])[C:50]1[CH:51]=[CH:52][CH:53]=[CH:54][CH:55]=1)=[O:42])[C:34]1[CH:39]=[CH:38][CH:37]=[CH:36][CH:35]=1.